Task: Predict the product of the given reaction.. Dataset: Forward reaction prediction with 1.9M reactions from USPTO patents (1976-2016) (1) Given the reactants Br[C:2]1[NH:20][C:5]2[N:6]=[CH:7][N:8]=[C:9]([NH:10][C:11]3[CH:12]=[C:13]4[C:17](=[CH:18][CH:19]=3)[NH:16][N:15]=[CH:14]4)[C:4]=2[CH:3]=1.[C:21]1([S:27]([O-:29])=[O:28])[CH:26]=[CH:25][CH:24]=[CH:23][CH:22]=1.[Na+], predict the reaction product. The product is: [NH:16]1[C:17]2[C:13](=[CH:12][C:11]([NH:10][C:9]3[C:4]4[CH:3]=[C:2]([S:27]([C:21]5[CH:26]=[CH:25][CH:24]=[CH:23][CH:22]=5)(=[O:29])=[O:28])[NH:20][C:5]=4[N:6]=[CH:7][N:8]=3)=[CH:19][CH:18]=2)[CH:14]=[N:15]1. (2) Given the reactants [F:1][CH:2]([F:12])[CH2:3][NH:4][C:5]1[C:6]([NH2:11])=[CH:7][CH:8]=[CH:9][CH:10]=1.[Cl:13][C:14]1[CH:19]=[CH:18][C:17]([C:20](=O)[C:21](O)=[O:22])=[CH:16][CH:15]=1, predict the reaction product. The product is: [Cl:13][C:14]1[CH:19]=[CH:18][C:17]([C:20]2[C:21](=[O:22])[N:4]([CH2:3][CH:2]([F:12])[F:1])[C:5]3[C:6]([N:11]=2)=[CH:7][CH:8]=[CH:9][CH:10]=3)=[CH:16][CH:15]=1. (3) Given the reactants [O:1]=[C:2]1[N:7]2[CH2:8][CH2:9][CH:10]([CH:21]3[CH2:26][CH2:25][N:24](C([O-])=O)[CH2:23][CH2:22]3)[N:11]([CH2:12][C:13](=[O:20])[C:14]3[CH:19]=[CH:18][CH:17]=[CH:16][CH:15]=3)[C:6]2=[N:5][C:4]([C:30]2[CH:35]=[CH:34][N:33]=[CH:32][CH:31]=2)=[CH:3]1.Cl, predict the reaction product. The product is: [O:20]=[C:13]([C:14]1[CH:15]=[CH:16][CH:17]=[CH:18][CH:19]=1)[CH2:12][N:11]1[C:6]2=[N:5][C:4]([C:30]3[CH:31]=[CH:32][N:33]=[CH:34][CH:35]=3)=[CH:3][C:2](=[O:1])[N:7]2[CH2:8][CH2:9][CH:10]1[CH:21]1[CH2:22][CH2:23][NH:24][CH2:25][CH2:26]1. (4) Given the reactants CC([N:5]([CH:9]([C:11]1[CH:16]=[CH:15][C:14](Br)=[CH:13][CH:12]=1)[CH3:10])[C:6](=[O:8])[O-:7])(C)C.[C:26](O[C:26]([O:28][C:29]([CH3:32])([CH3:31])[CH3:30])=[O:27])([O:28][C:29]([CH3:32])([CH3:31])[CH3:30])=[O:27].[CH3:33][CH2:34][CH2:35][CH2:36][CH2:37][CH3:38], predict the reaction product. The product is: [CH3:9][C:11]([O:7][C:6]([N:5]([CH:9]([C:11]1[CH:12]=[CH:13][C:14]([C:35]2[CH:34]=[CH:33][CH:38]=[CH:37][CH:36]=2)=[CH:15][CH:16]=1)[CH3:10])[C:26]([O:28][C:29]([CH3:30])([CH3:31])[CH3:32])=[O:27])=[O:8])([CH3:16])[CH3:12]. (5) Given the reactants BrC1C=CC=C2C=1C(C1C(O)=CC3OCOC=3C=1)[C:5](=[O:16])N2CCCCC.[Cl:27][C:28]1[CH:36]=[CH:35][C:34]([Cl:37])=[C:33]2[C:29]=1[CH:30]([C:44]1[C:52]([OH:53])=[CH:51][C:47]3[O:48][CH2:49][O:50][C:46]=3[CH:45]=1)[C:31](=[O:43])[N:32]2[CH2:38][CH2:39][CH2:40][CH2:41][CH3:42], predict the reaction product. The product is: [Cl:27][C:28]1[CH:36]=[CH:35][C:34]([Cl:37])=[C:33]2[C:29]=1[C:30]([C:44]1[C:52]([OH:53])=[CH:51][C:47]3[O:48][CH2:49][O:50][C:46]=3[CH:45]=1)([CH2:5][OH:16])[C:31](=[O:43])[N:32]2[CH2:38][CH2:39][CH2:40][CH2:41][CH3:42]. (6) Given the reactants [C:1]([C:4]1[CH:9]=[CH:8][C:7]([NH:10][C:11]([C@@H:13]2[NH:27][C@@H:26]([CH2:28][C:29]([CH3:32])([CH3:31])[CH3:30])[C@:15]3([C:19]4[CH:20]=[N:21][C:22]([Cl:24])=[CH:23][C:18]=4[NH:17][C:16]3=[O:25])[C@H:14]2[C:33]2[CH:38]=[CH:37][CH:36]=[C:35]([Cl:39])[C:34]=2[F:40])=[O:12])=[C:6]([O:41][CH3:42])[CH:5]=1)(=[O:3])[NH2:2].[C:43]([OH:46])(=O)[CH3:44].[CH:47](=O)[CH3:48].[OH-].[Na+], predict the reaction product. The product is: [Cl:24][C:22]1[N:21]=[CH:20][C:19]2[C@:15]3([C@H:26]([CH2:28][C:29]([CH3:32])([CH3:31])[CH3:30])[N:27]4[C@H:47]([CH3:48])[N:10]([C:7]5[CH:8]=[CH:9][C:4]([C:1]([NH2:2])=[O:3])=[CH:5][C:6]=5[O:41][CH3:42])[C:11](=[O:12])[C@H:13]4[C@@H:14]3[C:33]3[CH:38]=[CH:37][CH:36]=[C:35]([Cl:39])[C:34]=3[F:40])[C:16](=[O:25])[N:17]([CH:43]([OH:46])[CH3:44])[C:18]=2[CH:23]=1. (7) The product is: [F:13][C:14]1([F:31])[CH2:15][C:16]([CH:18]([C:2]2[CH:7]=[CH:6][CH:5]=[CH:4][N:3]=2)[OH:19])([C:20]2[CH:25]=[CH:24][CH:23]=[C:22]([O:26][C:27]([F:29])([F:30])[F:28])[CH:21]=2)[CH2:17]1. Given the reactants Br[C:2]1[CH:7]=[CH:6][CH:5]=[CH:4][N:3]=1.C([Li])CCC.[F:13][C:14]1([F:31])[CH2:17][C:16]([C:20]2[CH:25]=[CH:24][CH:23]=[C:22]([O:26][C:27]([F:30])([F:29])[F:28])[CH:21]=2)([CH:18]=[O:19])[CH2:15]1, predict the reaction product. (8) Given the reactants [NH2:1][C:2]1[CH:10]=[C:9]([C:11]2[CH:12]=[C:13]([NH:18][S:19]([CH3:22])(=[O:21])=[O:20])[C:14]([Cl:17])=[N:15][CH:16]=2)[CH:8]=[C:7]2[C:3]=1[CH:4]=[N:5][N:6]2S(C1C=CC=CC=1)(=O)=O.N1C=CC=CC=1.[CH3:38][C:39]1[S:40][CH:41]=[C:42]([C:44](Cl)=[O:45])[N:43]=1, predict the reaction product. The product is: [Cl:17][C:14]1[N:15]=[CH:16][C:11]([C:9]2[CH:8]=[C:7]3[C:3]([CH:4]=[N:5][NH:6]3)=[C:2]([NH:1][C:44]([C:42]3[N:43]=[C:39]([CH3:38])[S:40][CH:41]=3)=[O:45])[CH:10]=2)=[CH:12][C:13]=1[NH:18][S:19]([CH3:22])(=[O:20])=[O:21]. (9) Given the reactants [CH3:1][N:2]1[C:10]2[N:9]=[CH:8][NH:7][C:6]=2[C:5](=[O:11])[NH:4][C:3]1=[O:12].Br[CH2:14][C@H:15]1[CH2:20][CH2:19][C@H:18]([CH3:21])[CH2:17][CH2:16]1.C(=O)([O-])[O-].[Na+].[Na+].CS(C)=O, predict the reaction product. The product is: [CH3:1][N:2]1[C:10]2[N:9]=[CH:8][N:7]([CH2:14][C@H:15]3[CH2:20][CH2:19][C@H:18]([CH3:21])[CH2:17][CH2:16]3)[C:6]=2[C:5](=[O:11])[NH:4][C:3]1=[O:12]. (10) The product is: [F:38][C:37]([F:40])([F:39])[S:34]([O:13][C:14]1[CH2:19][CH2:18][N:17]([C:20]([O:22][C:23]([CH3:26])([CH3:25])[CH3:24])=[O:21])[CH2:16][CH:15]=1)(=[O:36])=[O:35]. Given the reactants C(NC(C)C)(C)C.C([Li])CCC.[O:13]=[C:14]1[CH2:19][CH2:18][N:17]([C:20]([O:22][C:23]([CH3:26])([CH3:25])[CH3:24])=[O:21])[CH2:16][CH2:15]1.C1(N[S:34]([C:37]([F:40])([F:39])[F:38])(=[O:36])=[O:35])C=CC=CC=1, predict the reaction product.